Dataset: NCI-60 drug combinations with 297,098 pairs across 59 cell lines. Task: Regression. Given two drug SMILES strings and cell line genomic features, predict the synergy score measuring deviation from expected non-interaction effect. (1) Drug 1: CC1=C(C=C(C=C1)NC2=NC=CC(=N2)N(C)C3=CC4=NN(C(=C4C=C3)C)C)S(=O)(=O)N.Cl. Drug 2: C1C(C(OC1N2C=NC3=C2NC=NCC3O)CO)O. Cell line: NCI-H322M. Synergy scores: CSS=16.3, Synergy_ZIP=4.39, Synergy_Bliss=7.61, Synergy_Loewe=5.38, Synergy_HSA=5.90. (2) Drug 1: C(CN)CNCCSP(=O)(O)O. Drug 2: C1C(C(OC1N2C=NC3=C2NC=NCC3O)CO)O. Cell line: NCI-H460. Synergy scores: CSS=-0.941, Synergy_ZIP=1.32, Synergy_Bliss=1.45, Synergy_Loewe=-0.734, Synergy_HSA=-0.259. (3) Drug 1: CC(C)(C#N)C1=CC(=CC(=C1)CN2C=NC=N2)C(C)(C)C#N. Drug 2: C1=NC(=NC(=O)N1C2C(C(C(O2)CO)O)O)N. Cell line: SNB-75. Synergy scores: CSS=6.31, Synergy_ZIP=-3.33, Synergy_Bliss=-3.88, Synergy_Loewe=-0.865, Synergy_HSA=-2.49. (4) Drug 1: C1CN1P(=S)(N2CC2)N3CC3. Drug 2: CC1=C(N=C(N=C1N)C(CC(=O)N)NCC(C(=O)N)N)C(=O)NC(C(C2=CN=CN2)OC3C(C(C(C(O3)CO)O)O)OC4C(C(C(C(O4)CO)O)OC(=O)N)O)C(=O)NC(C)C(C(C)C(=O)NC(C(C)O)C(=O)NCCC5=NC(=CS5)C6=NC(=CS6)C(=O)NCCC[S+](C)C)O. Cell line: NCI/ADR-RES. Synergy scores: CSS=38.2, Synergy_ZIP=1.06, Synergy_Bliss=3.86, Synergy_Loewe=-13.8, Synergy_HSA=4.44. (5) Drug 1: CC(C1=C(C=CC(=C1Cl)F)Cl)OC2=C(N=CC(=C2)C3=CN(N=C3)C4CCNCC4)N. Drug 2: CC1C(C(CC(O1)OC2CC(OC(C2O)C)OC3=CC4=CC5=C(C(=O)C(C(C5)C(C(=O)C(C(C)O)O)OC)OC6CC(C(C(O6)C)O)OC7CC(C(C(O7)C)O)OC8CC(C(C(O8)C)O)(C)O)C(=C4C(=C3C)O)O)O)O. Cell line: RXF 393. Synergy scores: CSS=3.57, Synergy_ZIP=2.37, Synergy_Bliss=5.38, Synergy_Loewe=8.34, Synergy_HSA=6.29. (6) Drug 1: C1CCN(CC1)CCOC2=CC=C(C=C2)C(=O)C3=C(SC4=C3C=CC(=C4)O)C5=CC=C(C=C5)O. Drug 2: C1CC(=O)NC(=O)C1N2CC3=C(C2=O)C=CC=C3N. Cell line: HS 578T. Synergy scores: CSS=-3.08, Synergy_ZIP=2.50, Synergy_Bliss=2.46, Synergy_Loewe=-1.90, Synergy_HSA=-1.54. (7) Drug 1: COC1=C(C=C2C(=C1)N=CN=C2NC3=CC(=C(C=C3)F)Cl)OCCCN4CCOCC4. Drug 2: CC1CCC2CC(C(=CC=CC=CC(CC(C(=O)C(C(C(=CC(C(=O)CC(OC(=O)C3CCCCN3C(=O)C(=O)C1(O2)O)C(C)CC4CCC(C(C4)OC)O)C)C)O)OC)C)C)C)OC. Cell line: SF-295. Synergy scores: CSS=29.3, Synergy_ZIP=-7.11, Synergy_Bliss=-4.38, Synergy_Loewe=-32.6, Synergy_HSA=-1.60. (8) Drug 1: CCC1(CC2CC(C3=C(CCN(C2)C1)C4=CC=CC=C4N3)(C5=C(C=C6C(=C5)C78CCN9C7C(C=CC9)(C(C(C8N6C=O)(C(=O)OC)O)OC(=O)C)CC)OC)C(=O)OC)O.OS(=O)(=O)O. Drug 2: CC1=C2C(C(=O)C3(C(CC4C(C3C(C(C2(C)C)(CC1OC(=O)C(C(C5=CC=CC=C5)NC(=O)OC(C)(C)C)O)O)OC(=O)C6=CC=CC=C6)(CO4)OC(=O)C)O)C)O. Cell line: ACHN. Synergy scores: CSS=6.74, Synergy_ZIP=-0.713, Synergy_Bliss=4.08, Synergy_Loewe=1.98, Synergy_HSA=2.55. (9) Drug 1: CCC1=C2CN3C(=CC4=C(C3=O)COC(=O)C4(CC)O)C2=NC5=C1C=C(C=C5)O. Drug 2: CN(CCCl)CCCl.Cl. Cell line: SNB-75. Synergy scores: CSS=26.7, Synergy_ZIP=-7.62, Synergy_Bliss=3.16, Synergy_Loewe=-11.5, Synergy_HSA=2.55.